This data is from Forward reaction prediction with 1.9M reactions from USPTO patents (1976-2016). The task is: Predict the product of the given reaction. (1) Given the reactants C(N(CC)CC)C.I[C:9]1[CH:18]=[CH:17][C:16]2[NH:15][C:14](=[O:19])[C:13]3[NH:20][CH:21]=[CH:22][C:12]=3[C:11]=2[CH:10]=1.[CH2:23]([C:25]([O-:27])=[O:26])[CH3:24].[C:28]([Si:30]([CH3:33])([CH3:32])[CH3:31])#[CH:29], predict the reaction product. The product is: [O:19]=[C:14]1[C:13]2[NH:20][CH:21]=[CH:22][C:12]=2[C:11]2[CH:10]=[C:9]([C:29]#[C:28][Si:30]([CH3:33])([CH3:32])[CH3:31])[CH:18]=[CH:17][C:16]=2[NH:15]1.[CH2:23]([C:25]([O-:27])=[O:26])[CH3:24]. (2) Given the reactants [CH3:1][C:2]1[C:3]([CH3:27])=[CH:4][C:5]2[O:26][CH2:25][C:8]3([C:16]4[C:11](=[CH:12][CH:13]=[CH:14][CH:15]=4)[N:10]([CH2:17][CH:18]4[CH2:23][CH2:22]OCC4)[C:9]3=[O:24])[C:6]=2[CH:7]=1.[CH3:28][C:29]1C2C=C3C4(C5C(=CC=CC=5)NC4=O)COC3=CC=2O[N:30]=1.BrCC1C=CC=CN=1.BrCC1OC(C(F)(F)F)=CC=1, predict the reaction product. The product is: [CH3:1][C:2]1[C:3]([CH3:27])=[CH:4][C:5]2[O:26][CH2:25][C:8]3([C:16]4[C:11](=[CH:12][CH:13]=[CH:14][CH:15]=4)[N:10]([CH2:17][C:18]4[CH:23]=[CH:22][CH:28]=[CH:29][N:30]=4)[C:9]3=[O:24])[C:6]=2[CH:7]=1. (3) Given the reactants [CH:1]1([CH2:4][N:5]2[CH:9]=[C:8](B3OC(C)(C)C(C)(C)O3)[CH:7]=[N:6]2)[CH2:3][CH2:2]1.Cl[C:20]1[N:25]=[C:24]([NH2:26])[CH:23]=[CH:22][N:21]=1.C(=O)([O-])[O-].[Na+].[Na+], predict the reaction product. The product is: [CH:1]1([CH2:4][N:5]2[CH:9]=[C:8]([C:20]3[N:25]=[C:24]([NH2:26])[CH:23]=[CH:22][N:21]=3)[CH:7]=[N:6]2)[CH2:2][CH2:3]1.